From a dataset of Forward reaction prediction with 1.9M reactions from USPTO patents (1976-2016). Predict the product of the given reaction. (1) Given the reactants [C:1]([C:4]1[CH:5]=[CH:6][C:7]([N:25]2[CH2:30][CH2:29][CH2:28][C@@H:27]([NH:31]C(=O)OC(C)(C)C)[CH2:26]2)=[N:8][C:9]=1[NH:10][C:11]1[CH:16]=[CH:15][C:14]([C:17]([N:19]2[CH2:24][CH2:23][O:22][CH2:21][CH2:20]2)=[O:18])=[CH:13][CH:12]=1)(=[O:3])[NH2:2].C(O)(C(F)(F)F)=O, predict the reaction product. The product is: [NH2:31][C@@H:27]1[CH2:28][CH2:29][CH2:30][N:25]([C:7]2[CH:6]=[CH:5][C:4]([C:1]([NH2:2])=[O:3])=[C:9]([NH:10][C:11]3[CH:12]=[CH:13][C:14]([C:17]([N:19]4[CH2:24][CH2:23][O:22][CH2:21][CH2:20]4)=[O:18])=[CH:15][CH:16]=3)[N:8]=2)[CH2:26]1. (2) Given the reactants [CH3:1][C:2]1[S:3][CH:4]=[C:5]([C:7]([Cl:9])=[O:8])[N:6]=1.[NH2:10][C:11]1[C:20]2[C:15](=[CH:16][C:17]([O:23][CH3:24])=[C:18]([O:21][CH3:22])[CH:19]=2)[N:14]=[C:13]([N:25]2[CH2:30][CH2:29][NH:28][CH2:27][CH2:26]2)[N:12]=1, predict the reaction product. The product is: [ClH:9].[NH2:10][C:11]1[C:20]2[C:15](=[CH:16][C:17]([O:23][CH3:24])=[C:18]([O:21][CH3:22])[CH:19]=2)[N:14]=[C:13]([N:25]2[CH2:30][CH2:29][N:28]([C:7]([C:5]3[N:6]=[C:2]([CH3:1])[S:3][CH:4]=3)=[O:8])[CH2:27][CH2:26]2)[N:12]=1. (3) Given the reactants Cl.Cl.[NH2:3][CH2:4][C:5](=[O:11])[CH2:6][CH2:7][C:8]([OH:10])=[O:9].N.O.[C:14]1([CH3:24])[CH:19]=[CH:18][C:17]([S:20]([OH:23])(=[O:22])=[O:21])=[CH:16][CH:15]=1, predict the reaction product. The product is: [C:14]1([CH3:24])[CH:15]=[CH:16][C:17]([S:20]([OH:23])(=[O:21])=[O:22])=[CH:18][CH:19]=1.[NH2:3][CH2:4][C:5](=[O:11])[CH2:6][CH2:7][C:8]([OH:10])=[O:9]. (4) Given the reactants [CH3:1][C:2]1[C:8]([CH3:9])=[CH:7][C:5]([NH2:6])=[C:4]([N+:10]([O-:12])=[O:11])[CH:3]=1.Br[CH2:14][CH2:15][C:16]1[CH:21]=[CH:20][CH:19]=[CH:18][CH:17]=1.CCN(C(C)C)C(C)C, predict the reaction product. The product is: [CH3:1][C:2]1[C:8]([CH3:9])=[CH:7][C:5]([NH:6][CH2:14][CH2:15][C:16]2[CH:21]=[CH:20][CH:19]=[CH:18][CH:17]=2)=[C:4]([N+:10]([O-:12])=[O:11])[CH:3]=1. (5) Given the reactants [CH3:1][O:2][C:3](=[O:6])[CH2:4][SH:5].C[O-].[Na+].C[O:11][C:12](=O)[C:13]1[CH:18]=[CH:17][C:16]([CH3:19])=[N:15][C:14]=1Cl, predict the reaction product. The product is: [CH3:1][O:2][C:3]([C:4]1[S:5][C:14]2=[N:15][C:16]([CH3:19])=[CH:17][CH:18]=[C:13]2[C:12]=1[OH:11])=[O:6]. (6) Given the reactants [Cl:1][C:2]1[CH:7]=[CH:6][C:5]([N:8]=[C:9]=[O:10])=[CH:4][CH:3]=1.[NH2:11][CH2:12][CH2:13][CH2:14][NH:15][C:16]1[CH:21]=[C:20]([C:22]2[CH:27]=[CH:26][CH:25]=[C:24]([CH3:28])[C:23]=2[CH3:29])[N:19]=[C:18]([NH2:30])[N:17]=1, predict the reaction product. The product is: [NH2:30][C:18]1[N:17]=[C:16]([NH:15][CH2:14][CH2:13][CH2:12][NH:11][C:9](=[O:10])[NH:8][C:5]2[CH:6]=[CH:7][C:2]([Cl:1])=[CH:3][CH:4]=2)[CH:21]=[C:20]([C:22]2[CH:27]=[CH:26][CH:25]=[C:24]([CH3:28])[C:23]=2[CH3:29])[N:19]=1. (7) Given the reactants O1[CH:3]2[CH2:4][CH2:5][CH2:6][CH2:7][CH2:8][CH2:9][CH2:10][CH2:11][CH2:12][CH2:13][CH:2]12.C=CC=C, predict the reaction product. The product is: [CH:6]1[CH2:7][CH2:8][CH2:9][CH2:10][CH2:11][CH2:12][CH:13]=[CH:2][CH:3]=[CH:4][CH:5]=1.